From a dataset of Reaction yield outcomes from USPTO patents with 853,638 reactions. Predict the reaction yield, written as a fraction of the theoretical maximum amount of product (1.0 means a 100% yield; for example, 0.34 means a 34% yield). The reactants are [C:1]([C:3]1[CH:8]=[CH:7][C:6]([NH:9]C(=O)C(C)(C)C)=[C:5]([CH3:16])[C:4]=1[C:17]([F:20])([F:19])[F:18])#[N:2]. The yield is 0.870. The product is [NH2:9][C:6]1[CH:7]=[CH:8][C:3]([C:1]#[N:2])=[C:4]([C:17]([F:18])([F:19])[F:20])[C:5]=1[CH3:16]. The catalyst is Cl.CCO.